This data is from Reaction yield outcomes from USPTO patents with 853,638 reactions. The task is: Predict the reaction yield, written as a fraction of the theoretical maximum amount of product (1.0 means a 100% yield; for example, 0.34 means a 34% yield). (1) The reactants are I[C:2]1[CH:7]=[CH:6][CH:5]=[CH:4][C:3]=1I.[CH3:9][Si:10]([CH3:21])([CH3:20])[C:11]1[CH:12]=[C:13](B(O)O)[CH:14]=[CH:15][CH:16]=1.[OH-].[Na+].COCCO[CH2:29][CH2:30]OC. The catalyst is C1C=CC([P]([Pd]([P](C2C=CC=CC=2)(C2C=CC=CC=2)C2C=CC=CC=2)([P](C2C=CC=CC=2)(C2C=CC=CC=2)C2C=CC=CC=2)[P](C2C=CC=CC=2)(C2C=CC=CC=2)C2C=CC=CC=2)(C2C=CC=CC=2)C2C=CC=CC=2)=CC=1.O. The product is [CH3:9][Si:10]([CH3:20])([CH3:11])[C:3]1[CH:4]=[C:5]([C:12]2[C:13]([C:13]3[CH:14]=[CH:15][CH:16]=[C:11]([Si:10]([CH3:21])([CH3:20])[CH3:9])[CH:12]=3)=[CH:14][CH:15]=[CH:29][CH:30]=2)[CH:6]=[CH:7][CH:2]=1. The yield is 0.840. (2) The reactants are [C:1]([N:4]1[C:12]2[C:7](=[CH:8][C:9]([N+:13]([O-])=O)=[CH:10][CH:11]=2)[CH2:6][CH2:5]1)(=[O:3])[CH3:2]. The catalyst is C(O)C.C1COCC1.[Pd]. The product is [C:1]([N:4]1[C:12]2[C:7](=[CH:8][C:9]([NH2:13])=[CH:10][CH:11]=2)[CH2:6][CH2:5]1)(=[O:3])[CH3:2]. The yield is 0.680.